This data is from Catalyst prediction with 721,799 reactions and 888 catalyst types from USPTO. The task is: Predict which catalyst facilitates the given reaction. (1) Reactant: [C:1](Cl)(=[O:3])[CH3:2].[CH3:5][C:6]1[NH:10][C:9]([C:11](=[O:13])[CH3:12])=[C:8]([CH3:14])[N:7]=1.C(N(CC)CC)C. Product: [C:1]([N:7]1[C:8]([CH3:14])=[C:9]([C:11](=[O:13])[CH3:12])[N:10]=[C:6]1[CH3:5])(=[O:3])[CH3:2]. The catalyst class is: 373. (2) Reactant: CN(C(ON1N=NC2C=CC=CC1=2)=[N+](C)C)C.[B-](F)(F)(F)F.[O:23]=[C:24]1[C:33]2[C:28](=[CH:29][CH:30]=[C:31]([C:34]([OH:36])=O)[CH:32]=2)[O:27][CH:26]=[CH:25]1.CCN(C(C)C)C(C)C.[NH:46]1[CH2:51][CH2:50][O:49][CH2:48][CH2:47]1. Product: [N:46]1([C:34]([C:31]2[CH:32]=[C:33]3[C:28](=[CH:29][CH:30]=2)[O:27][CH:26]=[CH:25][C:24]3=[O:23])=[O:36])[CH2:51][CH2:50][O:49][CH2:48][CH2:47]1. The catalyst class is: 3. (3) Reactant: [OH:1][C:2]1[CH:7]=[C:6]([O:8][CH3:9])[CH:5]=[CH:4][C:3]=1[C:10]([C:12]1[CH:17]=[CH:16][C:15]([O:18][CH2:19][C:20]2[N:21]=[C:22]([C:26]3[CH:31]=[CH:30][CH:29]=[CH:28][CH:27]=3)[O:23][C:24]=2[CH3:25])=[CH:14][C:13]=1[CH3:32])=[O:11].O[C@@H:34]([CH3:39])[C:35]([O:37]C)=[O:36].C1(P(C2C=CC=CC=2)C2C=CC=CC=2)C=CC=CC=1.N(C(OCC)=O)=NC(OCC)=O. Product: [CH3:9][O:8][C:6]1[CH:5]=[CH:4][C:3]([C:10](=[O:11])[C:12]2[CH:17]=[CH:16][C:15]([O:18][CH2:19][C:20]3[N:21]=[C:22]([C:26]4[CH:27]=[CH:28][CH:29]=[CH:30][CH:31]=4)[O:23][C:24]=3[CH3:25])=[CH:14][C:13]=2[CH3:32])=[C:2]([CH:7]=1)[O:1][C@H:34]([CH3:39])[C:35]([OH:37])=[O:36]. The catalyst class is: 4. (4) Reactant: C(OC([NH:8][C@H:9]([C:14]([O:16][CH2:17][CH2:18][O:19][C:20]1[CH:25]=[CH:24][C:23]([C:26]2[C:31]([C:32]#[N:33])=[C:30]([N:34]3[CH2:38][CH2:37][CH2:36][CH2:35]3)[N:29]=[C:28]([S:39][CH2:40][C:41]3[N:42]=[C:43]([C:46]4[CH:51]=[CH:50][C:49]([Cl:52])=[CH:48][CH:47]=4)[S:44][CH:45]=3)[C:27]=2[C:53]#[N:54])=[CH:22][CH:21]=1)=[O:15])[CH2:10][CH:11]([CH3:13])[CH3:12])=O)(C)(C)C.[F:55][C:56]([F:61])([F:60])[C:57]([OH:59])=[O:58]. Product: [F:55][C:56]([F:61])([F:60])[C:57]([OH:59])=[O:58].[NH2:8][C@H:9]([C:14]([O:16][CH2:17][CH2:18][O:19][C:20]1[CH:21]=[CH:22][C:23]([C:26]2[C:31]([C:32]#[N:33])=[C:30]([N:34]3[CH2:38][CH2:37][CH2:36][CH2:35]3)[N:29]=[C:28]([S:39][CH2:40][C:41]3[N:42]=[C:43]([C:46]4[CH:51]=[CH:50][C:49]([Cl:52])=[CH:48][CH:47]=4)[S:44][CH:45]=3)[C:27]=2[C:53]#[N:54])=[CH:24][CH:25]=1)=[O:15])[CH2:10][CH:11]([CH3:12])[CH3:13]. The catalyst class is: 4. (5) Reactant: [Cl:1][C:2]1[CH:21]=[CH:20][CH:19]=[CH:18][C:3]=1[C:4]([Cl:17])([C:11]1[CH:16]=[CH:15][CH:14]=[CH:13][CH:12]=1)[C:5]1[CH:10]=[CH:9][CH:8]=[CH:7][CH:6]=1.Cl.Cl.Cl.[NH:25]1[CH2:33][CH2:32][NH:31][CH2:30][CH2:29][NH:28][CH2:27][CH2:26]1.C(N(C(C)C)CC)(C)C. Product: [NH:25]1[CH2:33][CH2:32][NH:31][CH2:30][CH2:29][NH:28][CH2:27][CH2:26]1.[Cl:1][C:2]1[CH:21]=[CH:20][CH:19]=[CH:18][C:3]=1[C:4]([Cl:17])([C:11]1[CH:12]=[CH:13][CH:14]=[CH:15][CH:16]=1)[C:5]1[CH:6]=[CH:7][CH:8]=[CH:9][CH:10]=1. The catalyst class is: 3. (6) The catalyst class is: 7. Reactant: N(C(OC(C)C)=O)=NC(OC(C)C)=O.[NH2:15][C:16]1[CH:17]=[C:18](O)[CH:19]=[CH:20][C:21]=1[N+:22]([O-:24])=[O:23].C1(P(C2C=CC=CC=2)C2C=CC=CC=2)C=CC=CC=1.[OH:45][CH2:46][CH2:47][N:48]1[CH2:53][CH2:52][O:51][CH2:50][CH2:49]1. Product: [N:48]1([CH2:47][CH2:46][O:45][C:19]2[CH:18]=[CH:17][C:16]([NH2:15])=[C:21]([N+:22]([O-:24])=[O:23])[CH:20]=2)[CH2:53][CH2:52][O:51][CH2:50][CH2:49]1. (7) Reactant: [Cl:1][C:2]1[CH:3]=[C:4]([CH:8]2[C:12]([C:15]3[CH:20]=[CH:19][C:18]([Cl:21])=[CH:17][CH:16]=3)([C:13]#[N:14])[CH:11]([CH2:22][C:23]([CH3:26])([CH3:25])[CH3:24])[NH:10][CH:9]2[C:27](O)=[O:28])[CH:5]=[CH:6][CH:7]=1.[N:30]1([C:36](=[O:44])[CH2:37][N:38]2[CH2:43][CH2:42][NH:41][CH2:40][CH2:39]2)[CH2:35][CH2:34][O:33][CH2:32][CH2:31]1.CN(C(ON1N=NC2C=CC=NC1=2)=[N+](C)C)C.F[P-](F)(F)(F)(F)F.CCN(C(C)C)C(C)C. Product: [Cl:1][C:2]1[CH:3]=[C:4]([CH:8]2[CH:9]([C:27]([N:41]3[CH2:40][CH2:39][N:38]([CH2:37][C:36]([N:30]4[CH2:31][CH2:32][O:33][CH2:34][CH2:35]4)=[O:44])[CH2:43][CH2:42]3)=[O:28])[NH:10][CH:11]([CH2:22][C:23]([CH3:25])([CH3:26])[CH3:24])[C:12]2([C:15]2[CH:20]=[CH:19][C:18]([Cl:21])=[CH:17][CH:16]=2)[C:13]#[N:14])[CH:5]=[CH:6][CH:7]=1. The catalyst class is: 2. (8) Reactant: [Cl:1][C:2]1[CH:3]=[C:4]([CH2:20][C:21]([OH:23])=[O:22])[CH:5]=[CH:6][C:7]=1[O:8][CH2:9][C:10]1[CH:19]=[CH:18][C:17]2[C:12](=[CH:13][CH:14]=[CH:15][CH:16]=2)[N:11]=1.Br.Br[CH2:26][C:27]([C:29]1[CH:34]=[CH:33][N:32]=[CH:31][CH:30]=1)=O.C1CCN2C(=NCCC2)CC1. Product: [Cl:1][C:2]1[CH:3]=[C:4]([C:20]2[C:21](=[O:23])[O:22][CH2:26][C:27]=2[C:29]2[CH:34]=[CH:33][N:32]=[CH:31][CH:30]=2)[CH:5]=[CH:6][C:7]=1[O:8][CH2:9][C:10]1[CH:19]=[CH:18][C:17]2[C:12](=[CH:13][CH:14]=[CH:15][CH:16]=2)[N:11]=1. The catalyst class is: 10. (9) Reactant: [CH2:1]([C:4]1([CH3:15])[C:13]2[C:8](=[CH:9][CH:10]=[CH:11][CH:12]=2)[CH2:7][CH2:6][C:5]1=[O:14])[CH:2]=[CH2:3].[CH3:16]OC(OC)OC.O.C1(C)C=CC(S(O)(=O)=O)=CC=1. Product: [CH3:16][O:14][C:5]1[C:4]([CH2:1][CH:2]=[CH2:3])([CH3:15])[C:13]2[C:8]([CH2:7][CH:6]=1)=[CH:9][CH:10]=[CH:11][CH:12]=2. The catalyst class is: 5. (10) Reactant: [Cl:1][C:2]1[N:3]=[C:4](Cl)[C:5]2[S:10][CH:9]=[C:8]([CH2:11][CH2:12][CH3:13])[C:6]=2[N:7]=1.[C:15]([NH2:19])([CH3:18])([CH3:17])[CH3:16]. Product: [C:15]([NH:19][C:4]1[C:5]2[S:10][CH:9]=[C:8]([CH2:11][CH2:12][CH3:13])[C:6]=2[N:7]=[C:2]([Cl:1])[N:3]=1)([CH3:18])([CH3:17])[CH3:16]. The catalyst class is: 3.